Dataset: Full USPTO retrosynthesis dataset with 1.9M reactions from patents (1976-2016). Task: Predict the reactants needed to synthesize the given product. (1) Given the product [F:24][C:25]1[CH:26]=[C:27]([C:45]([NH2:17])=[O:47])[C:28]2[O:32][C:31]([C:33]3[CH:38]=[CH:37][C:36]([CH2:39][NH:40][CH:41]([CH3:43])[CH3:42])=[CH:35][CH:34]=3)=[CH:30][C:29]=2[CH:44]=1, predict the reactants needed to synthesize it. The reactants are: FC1C=C(C(N)=O)C2OC(C3C=CC(C[N:17](C)C)=CC=3)=CC=2C=1.[F:24][C:25]1[CH:26]=[C:27]([C:45]([O:47]C)=O)[C:28]2[O:32][C:31]([C:33]3[CH:38]=[CH:37][C:36]([CH2:39][NH:40][CH:41]([CH3:43])[CH3:42])=[CH:35][CH:34]=3)=[CH:30][C:29]=2[CH:44]=1. (2) Given the product [CH3:1][C@H:2]([N:6]=[C:7]1[C:8]2[C:9]([O:14][C:15]([F:16])([F:17])[F:18])=[CH:10][CH:11]=[CH:12][C:13]=2[C:39](=[O:40])[O:19]1)[CH2:3][S:4][CH3:5], predict the reactants needed to synthesize it. The reactants are: [CH3:1][C@H:2]([NH:6][C:7](=[O:19])[C:8]1[CH:13]=[CH:12][CH:11]=[CH:10][C:9]=1[O:14][C:15]([F:18])([F:17])[F:16])[CH2:3][S:4][CH3:5].CN(C)CCN(C)C.CCCCCC.C([Li])CCC.[C:39](=O)=[O:40].Cl.C(=O)([O-])O.[Na+].C(Cl)(=O)OC. (3) Given the product [CH3:1][O:2][C:3]1[CH:4]=[C:5]([CH:11]([NH:25][C:22]2[CH:23]=[CH:24][C:19]([C:16]3[N:15]=[C:14]([CH3:13])[O:18][N:17]=3)=[CH:20][CH:21]=2)[C:30]#[N:31])[CH:6]=[N:7][C:8]=1[O:9][CH3:10], predict the reactants needed to synthesize it. The reactants are: [CH3:1][O:2][C:3]1[CH:4]=[C:5]([CH:11]=O)[CH:6]=[N:7][C:8]=1[O:9][CH3:10].[CH3:13][C:14]1[O:18][N:17]=[C:16]([C:19]2[CH:24]=[CH:23][C:22]([NH2:25])=[CH:21][CH:20]=2)[N:15]=1.C[Si]([C:30]#[N:31])(C)C.